Dataset: NCI-60 drug combinations with 297,098 pairs across 59 cell lines. Task: Regression. Given two drug SMILES strings and cell line genomic features, predict the synergy score measuring deviation from expected non-interaction effect. (1) Drug 1: C1=NC2=C(N=C(N=C2N1C3C(C(C(O3)CO)O)O)F)N. Drug 2: COCCOC1=C(C=C2C(=C1)C(=NC=N2)NC3=CC=CC(=C3)C#C)OCCOC.Cl. Cell line: KM12. Synergy scores: CSS=3.82, Synergy_ZIP=-1.47, Synergy_Bliss=-1.63, Synergy_Loewe=0.417, Synergy_HSA=-0.737. (2) Drug 1: CNC(=O)C1=CC=CC=C1SC2=CC3=C(C=C2)C(=NN3)C=CC4=CC=CC=N4. Drug 2: CN1C2=C(C=C(C=C2)N(CCCl)CCCl)N=C1CCCC(=O)O.Cl. Cell line: SN12C. Synergy scores: CSS=0.776, Synergy_ZIP=-1.15, Synergy_Bliss=-1.75, Synergy_Loewe=-22.7, Synergy_HSA=-2.62. (3) Synergy scores: CSS=6.52, Synergy_ZIP=-2.31, Synergy_Bliss=0.405, Synergy_Loewe=-12.3, Synergy_HSA=-3.27. Drug 2: C1CN(P(=O)(OC1)NCCCl)CCCl. Drug 1: CCN(CC)CCCC(C)NC1=C2C=C(C=CC2=NC3=C1C=CC(=C3)Cl)OC. Cell line: NCI-H226. (4) Drug 1: C1CCC(C1)C(CC#N)N2C=C(C=N2)C3=C4C=CNC4=NC=N3. Drug 2: CN(C)C1=NC(=NC(=N1)N(C)C)N(C)C. Cell line: ACHN. Synergy scores: CSS=3.22, Synergy_ZIP=2.23, Synergy_Bliss=5.14, Synergy_Loewe=-3.96, Synergy_HSA=0.805. (5) Drug 1: CC1=C2C(C(=O)C3(C(CC4C(C3C(C(C2(C)C)(CC1OC(=O)C(C(C5=CC=CC=C5)NC(=O)C6=CC=CC=C6)O)O)OC(=O)C7=CC=CC=C7)(CO4)OC(=O)C)O)C)OC(=O)C. Drug 2: CC=C1C(=O)NC(C(=O)OC2CC(=O)NC(C(=O)NC(CSSCCC=C2)C(=O)N1)C(C)C)C(C)C. Cell line: T-47D. Synergy scores: CSS=34.6, Synergy_ZIP=-4.60, Synergy_Bliss=-2.93, Synergy_Loewe=-3.20, Synergy_HSA=-0.380.